This data is from Full USPTO retrosynthesis dataset with 1.9M reactions from patents (1976-2016). The task is: Predict the reactants needed to synthesize the given product. Given the product [CH2:1]([O:3][C:4]([C:6]1[CH:7]=[C:8]2[N:13]([C:14]=1[C:15]1[CH:20]=[CH:19][C:18]([Cl:21])=[CH:17][CH:16]=1)[CH:12]=[CH:11][C:10]([CH2:22][N:23]1[CH:30]=[C:29]([C:28]([OH:33])([C:27]([F:35])([F:34])[F:26])[CH2:31][CH3:32])[N:25]=[N:24]1)=[CH:9]2)=[O:5])[CH3:2], predict the reactants needed to synthesize it. The reactants are: [CH2:1]([O:3][C:4]([C:6]1[CH:7]=[C:8]2[N:13]([C:14]=1[C:15]1[CH:20]=[CH:19][C:18]([Cl:21])=[CH:17][CH:16]=1)[CH:12]=[CH:11][C:10]([CH2:22][N:23]=[N+:24]=[N-:25])=[CH:9]2)=[O:5])[CH3:2].[F:26][C:27]([F:35])([F:34])[C:28]([OH:33])([CH2:31][CH3:32])[C:29]#[CH:30].